Dataset: Reaction yield outcomes from USPTO patents with 853,638 reactions. Task: Predict the reaction yield, written as a fraction of the theoretical maximum amount of product (1.0 means a 100% yield; for example, 0.34 means a 34% yield). (1) The reactants are [F:1][C:2]([F:11])([F:10])[C:3]1[CH:4]=[CH:5][C:6]([NH2:9])=[N:7][CH:8]=1.[Br:12]Br.[OH-].[Na+]. The yield is 0.420. The product is [Br:12][C:5]1[C:6]([NH2:9])=[N:7][CH:8]=[C:3]([C:2]([F:1])([F:10])[F:11])[CH:4]=1. The catalyst is CC(O)=O. (2) The reactants are FC(F)(F)C(O)=O.[CH3:8][C:9]1[CH:10]=[C:11]([CH:15]([C:17]2[CH:22]=[CH:21][CH:20]=[CH:19][CH:18]=2)O)[S:12][C:13]=1[CH3:14].[BH4-].[Na+].[OH-].[Na+]. The catalyst is CCOCC. The product is [CH2:15]([C:11]1[S:12][C:13]([CH3:14])=[C:9]([CH3:8])[CH:10]=1)[C:17]1[CH:18]=[CH:19][CH:20]=[CH:21][CH:22]=1. The yield is 0.940. (3) The reactants are F[C:2]1[C:7]([Cl:8])=[CH:6][CH:5]=[CH:4][C:3]=1[N+:9]([O-:11])=[O:10].[CH3:12][NH2:13]. The catalyst is CCO.O. The product is [Cl:8][C:7]1[CH:6]=[CH:5][CH:4]=[C:3]([N+:9]([O-:11])=[O:10])[C:2]=1[NH:13][CH3:12]. The yield is 0.900. (4) The reactants are C[O:2][C:3](=[O:22])[C:4]1[CH:9]=[C:8]([O:10][CH2:11][CH2:12][C:13]2[CH:17]=[CH:16][S:15][CH:14]=2)[CH:7]=[C:6]([O:18][CH:19]([CH3:21])[CH3:20])[CH:5]=1.CCO.O.[OH-].[Na+]. The catalyst is C1COCC1. The product is [CH:19]([O:18][C:6]1[CH:5]=[C:4]([CH:9]=[C:8]([O:10][CH2:11][CH2:12][C:13]2[CH:17]=[CH:16][S:15][CH:14]=2)[CH:7]=1)[C:3]([OH:22])=[O:2])([CH3:21])[CH3:20]. The yield is 0.900. (5) The product is [Cl:1][C:2]1[CH:12]=[CH:11][C:5]([CH2:6][NH:7][C:8](=[O:10])[CH3:9])=[CH:4][C:3]=1[CH2:13][NH:18][CH:15]1[CH2:17][CH2:16]1. The catalyst is CO. The reactants are [Cl:1][C:2]1[CH:12]=[CH:11][C:5]([CH2:6][NH:7][C:8](=[O:10])[CH3:9])=[CH:4][C:3]=1[CH:13]=O.[CH:15]1([NH2:18])[CH2:17][CH2:16]1.[BH4-].[Na+]. The yield is 0.810. (6) The reactants are [NH2:1][C:2]1[C:3]([O:30][C:31]2[CH:36]=[CH:35][C:34]([F:37])=[CH:33][C:32]=2[F:38])=[C:4]([C:9]2[C:10]3[CH:19]=[CH:18][N:17]([S:20]([C:23]4[CH:28]=[CH:27][C:26]([CH3:29])=[CH:25][CH:24]=4)(=[O:22])=[O:21])[C:11]=3[C:12](=[O:16])[N:13]([CH3:15])[CH:14]=2)[CH:5]=[CH:6][C:7]=1[NH2:8].C(O)(=O)C.[N:43]([O-])=O.[Na+]. The catalyst is C(OCC)(=O)C.O. The product is [F:38][C:32]1[CH:33]=[C:34]([F:37])[CH:35]=[CH:36][C:31]=1[O:30][C:3]1[C:2]2[N:1]=[N:43][NH:8][C:7]=2[CH:6]=[CH:5][C:4]=1[C:9]1[C:10]2[CH:19]=[CH:18][N:17]([S:20]([C:23]3[CH:24]=[CH:25][C:26]([CH3:29])=[CH:27][CH:28]=3)(=[O:21])=[O:22])[C:11]=2[C:12](=[O:16])[N:13]([CH3:15])[CH:14]=1. The yield is 0.780. (7) The reactants are [Br:1][C:2]1[CH:3]=[C:4]([S:8]([NH:11][CH2:12][C:13]([O:15]CC)=O)(=[O:10])=[O:9])[CH:5]=[N:6][CH:7]=1.[NH3:18]. The catalyst is CO. The product is [Br:1][C:2]1[CH:3]=[C:4]([S:8]([NH:11][CH2:12][C:13]([NH2:18])=[O:15])(=[O:9])=[O:10])[CH:5]=[N:6][CH:7]=1. The yield is 0.660. (8) The reactants are [OH:1][CH:2]([C:5]1[CH:10]=[CH:9][CH:8]=[C:7]([N+:11]([O-:13])=[O:12])[CH:6]=1)[C:3]#N.C[OH:15].CC[O:18][CH2:19]C. No catalyst specified. The product is [CH3:19][O:18][C:3](=[O:15])[CH:2]([OH:1])[C:5]1[CH:10]=[CH:9][CH:8]=[C:7]([N+:11]([O-:13])=[O:12])[CH:6]=1. The yield is 0.760. (9) The reactants are C(O)[C@H]1O[C@H](O[C@]2(CO)O[C@H](CO)[C@@H](O)[C@@H]2O)[C@H](O)[C@@H](O)[C@@H]1O.[CH2:24]([O:26][C:27]([CH:29]1[C:33](=[O:34])[CH2:32][N:31]([C:35]([O:37][CH2:38][C:39]2[CH:44]=[CH:43][CH:42]=[CH:41][CH:40]=2)=[O:36])[CH2:30]1)=[O:28])[CH3:25]. The catalyst is O. The product is [CH2:24]([O:26][C:27]([CH:29]1[CH:33]([OH:34])[CH2:32][N:31]([C:35]([O:37][CH2:38][C:39]2[CH:40]=[CH:41][CH:42]=[CH:43][CH:44]=2)=[O:36])[CH2:30]1)=[O:28])[CH3:25]. The yield is 0.410. (10) The reactants are [CH3:1][O:2][CH2:3][C@H:4]([OH:11])[CH2:5][CH2:6][CH2:7][CH2:8][CH:9]=[CH2:10].N1C=CC=CC=1.[C:18]1([CH3:28])[CH:23]=[CH:22][C:21]([S:24](Cl)(=[O:26])=[O:25])=[CH:20][CH:19]=1. The catalyst is C(Cl)Cl.CN(C)C1C=CN=CC=1. The product is [CH3:28][C:18]1[CH:23]=[CH:22][C:21]([S:24]([O:11][C@H:4]([CH2:5][CH2:6][CH2:7][CH2:8][CH:9]=[CH2:10])[CH2:3][O:2][CH3:1])(=[O:26])=[O:25])=[CH:20][CH:19]=1. The yield is 0.580.